This data is from Reaction yield outcomes from USPTO patents with 853,638 reactions. The task is: Predict the reaction yield, written as a fraction of the theoretical maximum amount of product (1.0 means a 100% yield; for example, 0.34 means a 34% yield). (1) The reactants are [NH:1]1[CH2:6][CH2:5][O:4][CH2:3][C:2]1=[O:7].[H-].[Na+].[H][H].F[C:13]1[CH:18]=[CH:17][C:16]([N+:19]([O-:21])=[O:20])=[CH:15][CH:14]=1. The catalyst is CN1CCCC1=O. The product is [N:1]1([C:13]2[CH:18]=[CH:17][C:16]([N+:19]([O-:21])=[O:20])=[CH:15][CH:14]=2)[CH2:6][CH2:5][O:4][CH2:3][C:2]1=[O:7]. The yield is 0.176. (2) The reactants are [CH3:1][O:2][C:3](=[O:29])/[C:4](/[CH3:28])=[CH:5]/[C:6]1[CH:27]=[CH:26][C:9]2[C:10]3[N:14]([CH2:15][CH2:16][O:17][C:8]=2[CH:7]=1)[CH:13]=[C:12]([C:18]1[N:19]([CH:23]([CH3:25])[CH3:24])[N:20]=[CH:21][N:22]=1)[N:11]=3. The catalyst is [Pd]. The product is [CH3:1][O:2][C:3](=[O:29])[CH:4]([CH3:28])[CH2:5][C:6]1[CH:27]=[CH:26][C:9]2[C:10]3[N:14]([CH2:15][CH2:16][O:17][C:8]=2[CH:7]=1)[CH:13]=[C:12]([C:18]1[N:19]([CH:23]([CH3:24])[CH3:25])[N:20]=[CH:21][N:22]=1)[N:11]=3. The yield is 0.820. (3) The reactants are [CH3:1][N:2]1[C:6]2=[N:7][CH:8]=[C:9]([C:11]([OH:13])=O)[CH:10]=[C:5]2[CH:4]=[CH:3]1.[F:14][C:15]1[C:20]([NH2:21])=[CH:19][CH:18]=[C:17]([F:22])[N:16]=1.O. The catalyst is C(Cl)Cl.N1C=CC=CC=1. The product is [F:14][C:15]1[C:20]([NH:21][C:11]([C:9]2[CH:10]=[C:5]3[CH:4]=[CH:3][N:2]([CH3:1])[C:6]3=[N:7][CH:8]=2)=[O:13])=[CH:19][CH:18]=[C:17]([F:22])[N:16]=1. The yield is 0.725. (4) The reactants are [Cl:1][C:2]1[CH:7]=[CH:6][C:5]([N:8]2[C:12]([CH:13]([CH:17]3[CH2:22][CH2:21][CH2:20][CH2:19][CH2:18]3)[C:14](O)=[O:15])=[C:11]3[CH2:23][CH2:24][CH2:25][CH2:26][CH2:27][C:10]3=[N:9]2)=[CH:4][CH:3]=1.[CH2:28]([O:30][C:31](=[O:44])[C:32]([O:35][C:36]1[CH:41]=[CH:40][C:39]([NH2:42])=[C:38]([F:43])[CH:37]=1)([CH3:34])[CH3:33])[CH3:29]. The catalyst is S(Cl)(Cl)=O.CN(C1C=CN=CC=1)C.C(Cl)Cl. The product is [CH2:28]([O:30][C:31](=[O:44])[C:32]([O:35][C:36]1[CH:41]=[CH:40][C:39]([NH:42][C:14](=[O:15])[CH:13]([C:12]2[N:8]([C:5]3[CH:4]=[CH:3][C:2]([Cl:1])=[CH:7][CH:6]=3)[N:9]=[C:10]3[CH2:27][CH2:26][CH2:25][CH2:24][CH2:23][C:11]=23)[CH:17]2[CH2:22][CH2:21][CH2:20][CH2:19][CH2:18]2)=[C:38]([F:43])[CH:37]=1)([CH3:34])[CH3:33])[CH3:29]. The yield is 0.240.